From a dataset of Forward reaction prediction with 1.9M reactions from USPTO patents (1976-2016). Predict the product of the given reaction. Given the reactants [NH2:1][C:2]1[CH:3]=[C:4]([C:9]2[S:13][C:12]([C:14]([OH:20])([CH3:19])[C:15]([F:18])([F:17])[F:16])=[N:11][CH:10]=2)[CH:5]=[C:6]([CH3:8])[CH:7]=1.Cl[C:22]1[N:27]=[CH:26][C:25]([CH3:28])=[CH:24][N:23]=1.C(=O)([O-])[O-].[K+].[K+].CC(C1C=C(C(C)C)C(C2C=CC=CC=2P(C2CCCCC2)C2CCCCC2)=C(C(C)C)C=1)C, predict the reaction product. The product is: [F:16][C:15]([F:18])([F:17])[C:14]([C:12]1[S:13][C:9]([C:4]2[CH:3]=[C:2]([NH:1][C:22]3[N:27]=[CH:26][C:25]([CH3:28])=[CH:24][N:23]=3)[CH:7]=[C:6]([CH3:8])[CH:5]=2)=[CH:10][N:11]=1)([OH:20])[CH3:19].